From a dataset of Full USPTO retrosynthesis dataset with 1.9M reactions from patents (1976-2016). Predict the reactants needed to synthesize the given product. (1) Given the product [Br:50][C:47]1[CH:46]=[CH:45][C:44]([C:42](=[O:43])[CH2:41][NH:40][C:10]([C@@H:9]2[CH2:13][CH2:14][CH2:15][N:8]2[C:1]([O:3][C:4]([CH3:5])([CH3:6])[CH3:7])=[O:2])=[O:12])=[CH:49][CH:48]=1, predict the reactants needed to synthesize it. The reactants are: [C:1]([N:8]1[CH2:15][CH2:14][CH2:13][C@H:9]1[C:10]([OH:12])=O)([O:3][C:4]([CH3:7])([CH3:6])[CH3:5])=[O:2].C1C=CC2N(O)N=NC=2C=1.O.Cl.C(N=C=NCCCN(C)C)C.Cl.[NH2:40][CH2:41][C:42]([C:44]1[CH:49]=[CH:48][C:47]([Br:50])=[CH:46][CH:45]=1)=[O:43].C(N(CC)C(C)C)(C)C. (2) Given the product [C:1]([O:5][C:6](=[O:16])[NH:7][CH2:8][CH:9]1[CH2:10][CH2:11][C:12]([OH:15])([CH3:17])[CH2:13][CH2:14]1)([CH3:4])([CH3:2])[CH3:3], predict the reactants needed to synthesize it. The reactants are: [C:1]([O:5][C:6](=[O:16])[NH:7][CH2:8][CH:9]1[CH2:14][CH2:13][C:12](=[O:15])[CH2:11][CH2:10]1)([CH3:4])([CH3:3])[CH3:2].[CH3:17][Mg]Br. (3) Given the product [ClH:1].[ClH:1].[CH3:58][O:57][C:49]1[CH:48]=[C:47]([C:44]2[CH:45]=[CH:46][C:41]([C:40]([N:37]3[CH2:38][CH2:39][N:34]([CH2:33][CH:30]4[CH2:31][CH2:32][CH:27]([CH2:26][N:23]5[CH2:22][CH2:21][N:20]([C:18](=[O:19])[C:17]6[CH:60]=[CH:61][C:14]([C:6]7[CH:5]=[C:4]([O:3][CH3:2])[C:9]([O:10][CH3:11])=[C:8]([O:12][CH3:13])[CH:7]=7)=[CH:15][CH:16]=6)[CH2:25][CH2:24]5)[CH2:28][CH2:29]4)[CH2:35][CH2:36]3)=[O:59])=[CH:42][CH:43]=2)[CH:52]=[C:51]([O:53][CH3:54])[C:50]=1[O:55][CH3:56], predict the reactants needed to synthesize it. The reactants are: [ClH:1].[CH3:2][O:3][C:4]1[CH:5]=[C:6]([C:14]2[CH:61]=[CH:60][C:17]([C:18]([N:20]3[CH2:25][CH2:24][N:23]([CH2:26][CH:27]4[CH2:32][CH2:31][CH:30]([CH2:33][N:34]5[CH2:39][CH2:38][N:37]([C:40](=[O:59])[C:41]6[CH:46]=[CH:45][C:44]([C:47]7[CH:52]=[C:51]([O:53][CH3:54])[C:50]([O:55][CH3:56])=[C:49]([O:57][CH3:58])[CH:48]=7)=[CH:43][CH:42]=6)[CH2:36][CH2:35]5)[CH2:29][CH2:28]4)[CH2:22][CH2:21]3)=[O:19])=[CH:16][CH:15]=2)[CH:7]=[C:8]([O:12][CH3:13])[C:9]=1[O:10][CH3:11]. (4) Given the product [CH2:1]([N:8]1[CH2:13][CH2:12][N:11]([C:14]([C:16]2[CH:20]=[C:19]([CH3:21])[N:18]([C:22]3[CH:27]=[CH:26][CH:25]=[CH:24][CH:23]=3)[C:17]=2[C:28]2[CH:33]=[CH:32][CH:31]=[CH:30][CH:29]=2)=[O:15])[C@H:10]([CH2:34][C:35]2[CH:36]=[CH:37][C:38]([O:39][CH2:40][C:41]([OH:43])=[O:42])=[CH:46][CH:47]=2)[CH2:9]1)[C:2]1[CH:7]=[CH:6][CH:5]=[CH:4][CH:3]=1, predict the reactants needed to synthesize it. The reactants are: [CH2:1]([N:8]1[CH2:13][CH2:12][N:11]([C:14]([C:16]2[CH:20]=[C:19]([CH3:21])[N:18]([C:22]3[CH:27]=[CH:26][CH:25]=[CH:24][CH:23]=3)[C:17]=2[C:28]2[CH:33]=[CH:32][CH:31]=[CH:30][CH:29]=2)=[O:15])[C@H:10]([CH2:34][C:35]2[CH:47]=[CH:46][C:38]([O:39][CH2:40][C:41]([O:43]CC)=[O:42])=[CH:37][CH:36]=2)[CH2:9]1)[C:2]1[CH:7]=[CH:6][CH:5]=[CH:4][CH:3]=1.[OH-].[Na+]. (5) Given the product [Br:14][C:15]1[CH:20]=[CH:19][C:18]2[NH:21][C:4]([CH2:5][CH2:6][N:7]3[CH2:11][CH2:10][CH2:9][CH:8]3[CH3:12])=[N:22][C:17]=2[CH:16]=1, predict the reactants needed to synthesize it. The reactants are: C(O[C:4](=O)[CH2:5][CH2:6][N:7]1[CH2:11][CH2:10][CH2:9][CH:8]1[CH3:12])C.[Br:14][C:15]1[CH:16]=[C:17]([NH2:22])[C:18]([NH2:21])=[CH:19][CH:20]=1.CS(O)(=O)=O.O=P12OP3(OP(OP(O3)(O1)=O)(=O)O2)=O.O=P12OP3(OP(OP(O3)(O1)=O)(=O)O2)=O. (6) Given the product [CH3:1][C:2]1[CH:11]=[CH:10][C:9]2[C:4](=[CH:5][CH:6]=[C:7]([N:12]3[C:16]4[N:17]=[C:18]([NH:21][C@@H:22]5[CH2:26][CH2:25][C@@H:24]([C:27]([NH2:32])=[O:28])[CH2:23]5)[N:19]=[CH:20][C:15]=4[N:14]=[N:13]3)[CH:8]=2)[N:3]=1, predict the reactants needed to synthesize it. The reactants are: [CH3:1][C:2]1[CH:11]=[CH:10][C:9]2[C:4](=[CH:5][CH:6]=[C:7]([N:12]3[C:16]4[N:17]=[C:18]([NH:21][C@@H:22]5[CH2:26][CH2:25][C@@H:24]([C:27](O)=[O:28])[CH2:23]5)[N:19]=[CH:20][C:15]=4[N:14]=[N:13]3)[CH:8]=2)[N:3]=1.Cl.C[N:32](C)CCCN=C=NCC.O.ON1C2C=CC=CC=2N=N1.N.O1CCOCC1. (7) Given the product [ClH:22].[ClH:22].[CH3:21][C:17]1[CH:16]=[C:15]([NH:14][CH:11]2[CH2:12][CH2:13][NH:8][CH2:9][CH2:10]2)[CH:20]=[CH:19][N:18]=1, predict the reactants needed to synthesize it. The reactants are: C(OC([N:8]1[CH2:13][CH2:12][CH:11]([NH:14][C:15]2[CH:20]=[CH:19][N:18]=[C:17]([CH3:21])[CH:16]=2)[CH2:10][CH2:9]1)=O)(C)(C)C.[ClH:22]. (8) Given the product [F:1][C:2]1[CH:3]=[CH:4][C:5]([C@@H:8]2[CH2:9][C:10](=[O:25])[C@@H:11]([CH2:14][CH2:15][C@H:16]3[CH2:17][CH2:18][C@H:19]([CH2:22][CH2:23][CH3:24])[CH2:20][CH2:21]3)[CH2:12][CH2:13]2)=[CH:6][CH:7]=1, predict the reactants needed to synthesize it. The reactants are: [F:1][C:2]1[CH:7]=[CH:6][C:5]([C:8]2[CH2:13][CH2:12][CH:11]([CH2:14][CH2:15][C@H:16]3[CH2:21][CH2:20][C@H:19]([CH2:22][CH2:23][CH3:24])[CH2:18][CH2:17]3)[C:10](=[O:25])[CH:9]=2)=[CH:4][CH:3]=1.[OH-].[K+].C(O)C.[H][H]. (9) The reactants are: N1C=CC=CC=1.[F:7][C:8]1[CH:17]=[C:16]2[C:11]([C@:12]([NH:21][C:22]([NH:24][C:25](=[O:32])[C:26]3[CH:31]=[CH:30][CH:29]=[CH:28][CH:27]=3)=[S:23])([CH3:20])[C@@H:13]([CH2:18]O)[CH2:14][O:15]2)=[CH:10][CH:9]=1.S(OS(C(F)(F)F)(=O)=O)(C(F)(F)F)(=O)=O.C(=O)(O)[O-].[Na+]. Given the product [F:7][C:8]1[CH:9]=[CH:10][C:11]2[C@@:12]3([CH3:20])[N:21]=[C:22]([NH:24][C:25](=[O:32])[C:26]4[CH:31]=[CH:30][CH:29]=[CH:28][CH:27]=4)[S:23][CH2:18][C@H:13]3[CH2:14][O:15][C:16]=2[CH:17]=1, predict the reactants needed to synthesize it. (10) Given the product [CH3:19][O:18][C:13]1[CH:12]=[C:11]2[C:16]([CH:17]=[C:8]([C:6]([OH:7])=[O:5])[C:9]([O:20][CH2:21][CH2:22][C@H:23]3[CH2:28][CH2:27][C@H:26]([NH:29][C:30]([C:32]4[CH:33]=[CH:34][C:35]5[S:40][CH2:39][C:38](=[O:41])[NH:37][C:36]=5[CH:42]=4)=[O:31])[CH2:25][CH2:24]3)=[N:10]2)=[CH:15][CH:14]=1, predict the reactants needed to synthesize it. The reactants are: O.[OH-].[Li+].C[O:5][C:6]([C:8]1[C:9]([O:20][CH2:21][CH2:22][C@H:23]2[CH2:28][CH2:27][C@H:26]([NH:29][C:30]([C:32]3[CH:33]=[CH:34][C:35]4[S:40][CH2:39][C:38](=[O:41])[NH:37][C:36]=4[CH:42]=3)=[O:31])[CH2:25][CH2:24]2)=[N:10][C:11]2[C:16]([CH:17]=1)=[CH:15][CH:14]=[C:13]([O:18][CH3:19])[CH:12]=2)=[O:7].